Regression. Given a peptide amino acid sequence and an MHC pseudo amino acid sequence, predict their binding affinity value. This is MHC class I binding data. From a dataset of Peptide-MHC class I binding affinity with 185,985 pairs from IEDB/IMGT. (1) The peptide sequence is NESGRLIDF. The MHC is Mamu-A11 with pseudo-sequence Mamu-A11. The binding affinity (normalized) is 0.272. (2) The peptide sequence is YQYGDNLIL. The MHC is HLA-B58:01 with pseudo-sequence HLA-B58:01. The binding affinity (normalized) is 0.0847. (3) The peptide sequence is ATLAFHLTSR. The MHC is HLA-A31:01 with pseudo-sequence HLA-A31:01. The binding affinity (normalized) is 0.908. (4) The peptide sequence is ADLRFASEF. The MHC is HLA-B58:01 with pseudo-sequence HLA-B58:01. The binding affinity (normalized) is 0.0847. (5) The peptide sequence is YTMDGEYRL. The MHC is HLA-B35:01 with pseudo-sequence HLA-B35:01. The binding affinity (normalized) is 0.0847. (6) The peptide sequence is GVKVRVWLF. The MHC is HLA-A02:03 with pseudo-sequence HLA-A02:03. The binding affinity (normalized) is 0.0847.